Dataset: Reaction yield outcomes from USPTO patents with 853,638 reactions. Task: Predict the reaction yield, written as a fraction of the theoretical maximum amount of product (1.0 means a 100% yield; for example, 0.34 means a 34% yield). (1) The reactants are [OH:1][CH:2]1[CH2:7][CH2:6][N:5]([C:8]2[CH:9]=[CH:10][C:11](=[O:14])[NH:12][N:13]=2)[CH2:4][CH2:3]1.CCN(C(C)C)C(C)C.[C:24](Cl)(=[O:35])[O:25][C:26]1[CH:31]=[CH:30][C:29]([N+:32]([O-:34])=[O:33])=[CH:28][CH:27]=1. The catalyst is N1C=CC=CC=1. The product is [C:24](=[O:35])([O:1][CH:2]1[CH2:7][CH2:6][N:5]([C:8]2[CH:9]=[CH:10][C:11](=[O:14])[NH:12][N:13]=2)[CH2:4][CH2:3]1)[O:25][C:26]1[CH:27]=[CH:28][C:29]([N+:32]([O-:34])=[O:33])=[CH:30][CH:31]=1. The yield is 0.460. (2) The reactants are I([O-])(=O)(=O)=O.[Na+].Cl.[Cl:8][C:9]1[CH:10]=[C:11]([N:26]([C:31]2[C:50]([CH:51]3[CH2:53][CH2:52]3)=[CH:49][C:34]3[C:35]([C:45]([NH:47][CH3:48])=[O:46])=[C:36]([C:38]4[CH:43]=[CH:42][C:41]([F:44])=[CH:40][CH:39]=4)[O:37][C:33]=3[CH:32]=2)[S:27]([CH3:30])(=[O:29])=[O:28])[CH:12]=[CH:13][C:14]=1[CH2:15][CH2:16][B:17]1[O:21]C(C)(C)C(C)(C)[O:18]1. The catalyst is C1COCC1.C(OCC)(=O)C. The product is [Cl:8][C:9]1[CH:10]=[C:11]([N:26]([C:31]2[C:50]([CH:51]3[CH2:53][CH2:52]3)=[CH:49][C:34]3[C:35]([C:45](=[O:46])[NH:47][CH3:48])=[C:36]([C:38]4[CH:43]=[CH:42][C:41]([F:44])=[CH:40][CH:39]=4)[O:37][C:33]=3[CH:32]=2)[S:27]([CH3:30])(=[O:28])=[O:29])[CH:12]=[CH:13][C:14]=1[CH2:15][CH2:16][B:17]([OH:18])[OH:21]. The yield is 0.250.